This data is from TCR-epitope binding with 47,182 pairs between 192 epitopes and 23,139 TCRs. The task is: Binary Classification. Given a T-cell receptor sequence (or CDR3 region) and an epitope sequence, predict whether binding occurs between them. The epitope is GTHWFVTQR. The TCR CDR3 sequence is CASSQEGPLAGVYEQFF. Result: 0 (the TCR does not bind to the epitope).